From a dataset of Drug-target binding data from BindingDB using Kd measurements. Regression. Given a target protein amino acid sequence and a drug SMILES string, predict the binding affinity score between them. We predict pKd (pKd = -log10(Kd in M); higher means stronger binding). Dataset: bindingdb_kd. (1) The target protein (P18090) has sequence MGAGALALGASEPCNLSSAAPLPDGAATAARLLVLASPPASLLPPASEGSAPLSQQWTAGMGLLLALIVLLIVVGNVLVIVAIAKTPRLQTLTNLFIMSLASADLVMGLLVVPFGATIVVWGRWEYGSFFCELWTSVDVLCVTASIETLCVIALDRYLAITLPFRYQSLLTRARARALVCTVWAISALVSFLPILMHWWRAESDEARRCYNDPKCCDFVTNRAYAIASSVVSFYVPLCIMAFVYLRVFREAQKQVKKIDSCERRFLTGPPRPPSPAPSPSPGPPRPADSLANGRSSKRRPSRLVALREQKALKTLGIIMGVFTLCWLPFFLANVVKAFHRDLVPDRLFVFFNWLGYANSAFNPIIYCRSPDFRKAFQRLLCCARRAACRRRAAHGDRPRASGCLARAGPPPSPGAPSDDDDDDAGATPPARLLEPWAGCNGGTTTVDSDSSLDEPGRQGFSSESKV. The compound is CC(C)NCC(O)COc1ccc(COCC2CC2)cc1. The pKd is 8.0. (2) The compound is CO[C@@H]1O[C@H](CO)[C@H](O)[C@H](OC(=O)c2ccc(C)cc2)[C@@H]1OC(C)=O. The target protein (P05162) has sequence MTGELEVKNMDMKPGSTLKITGSIADGTDGFVINLGQGTDKLNLHFNPRFSESTIVCNSLDGSNWGQEQREDHLCFSPGSEVKFTVTFESDKFKVKLPDGHELTFPNRLGHSHLSYLSVRGGFNMSSFKLKE. The pKd is 2.4. (3) The target protein sequence is SEPQDDDYLYCEMCQNFFIDSCAAHGPPTFVKDSAVDKGHPNRSALSLPPGLRIGPSGIPQAGLGVWNEASDLPLGLHFGPYEGRITEDEEAANNGYSWLITKGRNCYEYVDGKDKSWANWMRYVNCARDDEEQNLVAFQYHRQIFYRTCRVIRPGCELLVWYGDEYGQELGIKWGSKWKKELMAGREPKP. The compound is CC(C)C[C@H](N)C(=O)N[C@@H](C)C(=O)N[C@H](C(=O)N[C@@H](CCCCN)C(=O)N[C@@H](C)C(=O)N[C@@H](C)C(=O)N[C@@H](CCCNC(=N)N)C(=O)N[C@@H](CCCCN)C(=O)N[C@@H](CO)C(=O)N[C@@H](C)C(=O)N1CCC[C@H]1C(=O)N[C@@H](CO)C(=O)N[C@H](C(=O)NCC(=O)NCC(=O)N[C@H](C(=O)N[C@@H](CCCC[NH+](C)C)C(=O)N[C@@H](CCCCN)C(=O)N1CCC[C@H]1C(=O)N[C@@H](Cc1cnc[nH]1)C(=O)N[C@@H](CCCNC(=N)N)C(=O)N[C@@H](Cc1ccc(O)cc1)C(=O)N[C@@H](CCCNC(=N)N)C(=O)N1CCC[C@H]1C(=O)O)C(C)C)[C@@H](C)O)[C@@H](C)O. The pKd is 5.4. (4) The small molecule is Cc1nc(Nc2ncc(C(=O)Nc3c(C)cccc3Cl)s2)cc(N2CCN(CCO)CC2)n1. The target protein sequence is MLEICLKLVGCKSKKGLSSSSSCYLEEALQRPVASDFEPQGLSEAARWNSKENLLAGPSENDPNLFVALYDFVASGDNTLSITKGEKLRVLGYNHNGEWCEAQTKNGQGWVPSNYITPVNSLEKHSWYHGPVSRNAAEYLLSSGINGSFLVRESESSPGQRSISLRYEGRVYHYRINTASDGKLYVSSESRFNTLAELVHHHSTVADGLITTLHYPAPKRNKPTVYGVSPNYDKWEMERTDITMKHKLGGGQYGEVYEGVWKKYSLTVAVKTLKEDTMEVEEFLKEAAVMKEIKHPNLVQLLGVCTREPPFYIIIEFMTYGNLLDYLRECNRQEVNAVVLLYMATQISSAMEYLEKKNFIHRDLAARNCLVGENHLVKVADFGLSRLMTGDTYTAHAGAKFPIKWTAPESLAYNKFSIKSDVWAFGVLLWEIATYGMSPYPGIDLSQVYELLEKDYRMERPEGCPEKVYELMRACWQWNPSDRPSFAEIHQAFETMFQES.... The pKd is 6.2. (5) The compound is NS(=O)(=O)c1ccc(C(=O)Cn2cnc3ccccc32)cc1Cl. The target protein (P00916) has sequence MASPDWGYDDKNGPEQWSKLYPIANGNNQSPVDIKTSEAKHDTSLKPISVSYNPATAKEIINVGHSFHVNFEDNDNRSVLKGGPFSDSYRLFQFHFHWGSSNEYGSEHTVDGVKYSSELHIVHWNSAKYSSLAEAVSKADGLAVIGVLMKVGEANPKLQKVLDALHAIKTKGKRAPFTNFDPSTLLPSSLDFWTYSGSLTHPPLYESVTWIICKESISVSSEQLAQFRSLLSNVEGSNPVPIQRNNRPTQPLKGRTVRASF. The pKd is 8.1. (6) The small molecule is O=C(O)COc1nc(SCC(=O)O)nc(-c2ccccc2)n1. The target protein (P48061) has sequence MNAKVVVVLVLVLTALCLSDGKPVSLSYRCPCRFFESHVARANVKHLKILNTPNCALQIVARLKNNNRQVCIDPKLKWIQEYLEKALNKRFKM. The pKd is 3.7.